From a dataset of NCI-60 drug combinations with 297,098 pairs across 59 cell lines. Regression. Given two drug SMILES strings and cell line genomic features, predict the synergy score measuring deviation from expected non-interaction effect. (1) Synergy scores: CSS=37.4, Synergy_ZIP=-6.07, Synergy_Bliss=-5.70, Synergy_Loewe=3.53, Synergy_HSA=4.77. Drug 1: C1=CC(=C2C(=C1NCCNCCO)C(=O)C3=C(C=CC(=C3C2=O)O)O)NCCNCCO. Cell line: KM12. Drug 2: CC(CN1CC(=O)NC(=O)C1)N2CC(=O)NC(=O)C2. (2) Drug 1: C1=CC(=CC=C1CC(C(=O)O)N)N(CCCl)CCCl.Cl. Drug 2: C1C(C(OC1N2C=NC(=NC2=O)N)CO)O. Cell line: OVCAR3. Synergy scores: CSS=22.5, Synergy_ZIP=-4.41, Synergy_Bliss=-1.95, Synergy_Loewe=-0.508, Synergy_HSA=-0.184. (3) Drug 1: C1=CN(C=N1)CC(O)(P(=O)(O)O)P(=O)(O)O. Drug 2: C1CC(=O)NC(=O)C1N2C(=O)C3=CC=CC=C3C2=O. Cell line: A549. Synergy scores: CSS=-3.28, Synergy_ZIP=3.13, Synergy_Bliss=2.35, Synergy_Loewe=-0.583, Synergy_HSA=-1.24.